From a dataset of Forward reaction prediction with 1.9M reactions from USPTO patents (1976-2016). Predict the product of the given reaction. (1) Given the reactants Br[CH2:2][CH:3]([O:7][CH2:8][CH3:9])[O:4][CH2:5][CH3:6].[N:10]1[CH:15]=[CH:14][CH:13]=[CH:12][C:11]=1[CH2:16][NH2:17], predict the reaction product. The product is: [CH2:5]([O:4][CH:3]([O:7][CH2:8][CH3:9])[CH2:2][NH:17][CH2:16][C:11]1[CH:12]=[CH:13][CH:14]=[CH:15][N:10]=1)[CH3:6]. (2) Given the reactants [F:1][C:2]1[CH:7]=[CH:6][C:5]([F:8])=[CH:4][C:3]=1[C@H:9]1[CH2:13][CH2:12][CH2:11][N:10]1[C:14]1[CH:19]=[CH:18][N:17]2[N:20]=[CH:21][CH:22]=[C:16]2[N:15]=1.C1C(=O)N([I:30])C(=O)C1.O, predict the reaction product. The product is: [F:1][C:2]1[CH:7]=[CH:6][C:5]([F:8])=[CH:4][C:3]=1[C@H:9]1[CH2:13][CH2:12][CH2:11][N:10]1[C:14]1[CH:19]=[CH:18][N:17]2[N:20]=[CH:21][C:22]([I:30])=[C:16]2[N:15]=1. (3) Given the reactants [C:1]([OH:12])(=[O:11])[C:2]1[CH:10]=[C:8]([OH:9])[C:6]([OH:7])=[C:4]([OH:5])[CH:3]=1.[C:13]1([OH:24])[C:22]2[C:17](=[CH:18][CH:19]=[CH:20][CH:21]=2)[C:16](O)=[CH:15][CH:14]=1, predict the reaction product. The product is: [OH:5][C:4]1[CH:3]=[C:2]([CH:10]=[C:8]([OH:9])[C:6]=1[OH:7])[C:1]([O:12][C:16]1[C:17]2[C:22](=[CH:21][CH:20]=[CH:19][CH:18]=2)[C:13]([O:24][C:1](=[O:11])[C:2]2[CH:10]=[C:8]([OH:9])[C:6]([OH:7])=[C:4]([OH:5])[CH:3]=2)=[CH:14][CH:15]=1)=[O:11]. (4) Given the reactants CN(C=O)C.[CH:6]([NH:10][C:11]1[CH:12]=[C:13]([N:21]([CH2:29][CH:30]2[CH2:35][CH2:34][O:33][CH2:32][CH2:31]2)[C:22](=[O:28])[O:23][C:24]([CH3:27])([CH3:26])[CH3:25])[C:14]2[N:15]([C:17](I)=[CH:18][N:19]=2)[N:16]=1)([CH2:8][CH3:9])[CH3:7].[CH:36]1([NH:39][C:40]([C:42]2[CH:47]=[CH:46][C:45](B3OC(C)(C)C(C)(C)O3)=[CH:44][CH:43]=2)=[O:41])[CH2:38][CH2:37]1.C(=O)([O-])[O-].[Na+].[Na+], predict the reaction product. The product is: [CH:6]([NH:10][C:11]1[CH:12]=[C:13]([N:21]([CH2:29][CH:30]2[CH2:35][CH2:34][O:33][CH2:32][CH2:31]2)[C:22](=[O:28])[O:23][C:24]([CH3:27])([CH3:26])[CH3:25])[C:14]2[N:15]([C:17]([C:45]3[CH:44]=[CH:43][C:42]([C:40](=[O:41])[NH:39][CH:36]4[CH2:38][CH2:37]4)=[CH:47][CH:46]=3)=[CH:18][N:19]=2)[N:16]=1)([CH2:8][CH3:9])[CH3:7]. (5) The product is: [Br:1][C:2]1[CH:3]=[C:4]([CH2:8][CH2:9][C:10]([Cl:13])=[O:12])[CH:5]=[CH:6][CH:7]=1. Given the reactants [Br:1][C:2]1[CH:3]=[C:4]([CH2:8][CH2:9][C:10]([OH:12])=O)[CH:5]=[CH:6][CH:7]=1.[Cl:13]CCl.C(Cl)(=O)C(Cl)=O, predict the reaction product.